Dataset: Forward reaction prediction with 1.9M reactions from USPTO patents (1976-2016). Task: Predict the product of the given reaction. (1) Given the reactants [CH2:1]([C:3]1[CH:8]=[C:7]([CH3:9])[CH:6]=[C:5]([CH2:10][CH3:11])[C:4]=1[C:12](=[O:17])[C:13]([NH:15][NH2:16])=[O:14])[CH3:2].[CH:18](=O)[CH3:19], predict the reaction product. The product is: [CH:18](=[N:16][NH:15][C:13](=[O:14])[C:12]([C:4]1[C:5]([CH2:10][CH3:11])=[CH:6][C:7]([CH3:9])=[CH:8][C:3]=1[CH2:1][CH3:2])=[O:17])[CH3:19]. (2) Given the reactants [Br:1][C:2]1[CH:3]=[C:4]2[C:9](=[CH:10][C:11]=1[C:12](OC)=[O:13])[O:8][CH2:7][CH2:6][CH:5]2[N:16]([C@H:31]1[CH2:36][CH2:35][C@H:34]([C:37]([CH3:40])([CH3:39])[CH3:38])[CH2:33][CH2:32]1)[C:17]([NH:19][C:20]1[CH:25]=[CH:24][C:23]([O:26][C:27]([F:30])([F:29])[F:28])=[CH:22][CH:21]=1)=[O:18].[Li+].[OH-].[NH2:43][C:44]1[NH:48][N:47]=[N:46][N:45]=1, predict the reaction product. The product is: [Br:1][C:2]1[CH:3]=[C:4]2[C:9](=[CH:10][C:11]=1[C:12]([NH:43][C:44]1[NH:48][N:47]=[N:46][N:45]=1)=[O:13])[O:8][CH2:7][CH2:6][CH:5]2[N:16]([C@H:31]1[CH2:36][CH2:35][C@H:34]([C:37]([CH3:39])([CH3:40])[CH3:38])[CH2:33][CH2:32]1)[C:17]([NH:19][C:20]1[CH:25]=[CH:24][C:23]([O:26][C:27]([F:29])([F:28])[F:30])=[CH:22][CH:21]=1)=[O:18].